The task is: Predict the reactants needed to synthesize the given product.. This data is from Full USPTO retrosynthesis dataset with 1.9M reactions from patents (1976-2016). Given the product [Cl:29][C:30]1[C:37]([F:38])=[CH:36][CH:35]=[C:34]([Cl:39])[C:31]=1/[CH:32]=[N:1]/[N:2]1[C:10]2[C:5](=[N:6][CH:7]=[C:8]([C:11]3[CH:12]=[N:13][N:14]([CH:16]4[CH2:21][CH2:20][N:19]([C:22]([O:24][C:25]([CH3:28])([CH3:27])[CH3:26])=[O:23])[CH2:18][CH2:17]4)[CH:15]=3)[CH:9]=2)[CH:4]=[CH:3]1, predict the reactants needed to synthesize it. The reactants are: [NH2:1][N:2]1[C:10]2[C:5](=[N:6][CH:7]=[C:8]([C:11]3[CH:12]=[N:13][N:14]([CH:16]4[CH2:21][CH2:20][N:19]([C:22]([O:24][C:25]([CH3:28])([CH3:27])[CH3:26])=[O:23])[CH2:18][CH2:17]4)[CH:15]=3)[CH:9]=2)[CH:4]=[CH:3]1.[Cl:29][C:30]1[C:37]([F:38])=[CH:36][CH:35]=[C:34]([Cl:39])[C:31]=1[CH:32]=O.